This data is from Full USPTO retrosynthesis dataset with 1.9M reactions from patents (1976-2016). The task is: Predict the reactants needed to synthesize the given product. (1) Given the product [Cl:3][C:4]1[CH:9]=[CH:8][CH:7]=[CH:6][C:5]=1[S:10][CH:14]1[CH2:13][CH:12]=[CH:11][CH2:15]1, predict the reactants needed to synthesize it. The reactants are: [H-].[Na+].[Cl:3][C:4]1[CH:9]=[CH:8][CH:7]=[CH:6][C:5]=1[SH:10].[CH:11]1(OS(C2C=CC(C)=CC=2)(=O)=O)[CH2:15][CH:14]=[CH:13][CH2:12]1.O. (2) Given the product [ClH:12].[Cl:12][C:11]1[CH:7]=[C:3]([C:4]([NH2:6])=[O:5])[C:1](=[NH:2])[N:24]([CH2:23][C:21]2[CH:22]=[C:17]([F:16])[CH:18]=[CH:19][C:20]=2[S:25]([N:28]2[CH2:32][CH2:31][CH2:30][CH2:29]2)(=[O:27])=[O:26])[CH:10]=1, predict the reactants needed to synthesize it. The reactants are: [C:1]([CH:3]([CH:7]1[C:11]([Cl:12])=[C:10](Cl)C(=O)O1)[C:4]([NH2:6])=[O:5])#[N:2].Cl.[F:16][C:17]1[CH:18]=[CH:19][C:20]([S:25]([N:28]2[CH2:32][CH2:31][CH2:30][CH2:29]2)(=[O:27])=[O:26])=[C:21]([CH2:23][NH2:24])[CH:22]=1.C(=O)([O-])[O-].[K+].[K+]. (3) The reactants are: [C:1]([N:4]([CH2:37][CH:38]1[CH2:40][CH2:39]1)[C:5]1[CH:36]=[CH:35][C:8]([O:9][C:10]2[CH:11]=[C:12]([CH:28]=[C:29]([O:31][CH:32]([CH3:34])[CH3:33])[CH:30]=2)[C:13]([NH:15][C:16]2[S:17][CH:18]=[C:19]([CH:21]3[CH2:25][O:24]C(C)(C)[O:22]3)[N:20]=2)=[O:14])=[CH:7][CH:6]=1)(=[O:3])[CH3:2].Cl. Given the product [C:1]([N:4]([CH2:37][CH:38]1[CH2:39][CH2:40]1)[C:5]1[CH:6]=[CH:7][C:8]([O:9][C:10]2[CH:11]=[C:12]([CH:28]=[C:29]([O:31][CH:32]([CH3:33])[CH3:34])[CH:30]=2)[C:13]([NH:15][C:16]2[S:17][CH:18]=[C:19]([CH:21]([OH:22])[CH2:25][OH:24])[N:20]=2)=[O:14])=[CH:35][CH:36]=1)(=[O:3])[CH3:2], predict the reactants needed to synthesize it. (4) The reactants are: [F:1][C:2]1[CH:3]=[C:4]2[C:12](=[CH:13][CH:14]=1)[NH:11][C:10]1[CH:9]([C:15]3[CH:20]=[CH:19][C:18]([CH3:21])=[CH:17][CH:16]=3)[NH:8][CH2:7][CH2:6][C:5]2=1.[C:22](Cl)(=[O:31])[CH2:23][CH2:24][C:25]1[CH:30]=[CH:29][CH:28]=[CH:27][CH:26]=1. Given the product [F:1][C:2]1[CH:3]=[C:4]2[C:12](=[CH:13][CH:14]=1)[NH:11][C:10]1[CH:9]([C:15]3[CH:20]=[CH:19][C:18]([CH3:21])=[CH:17][CH:16]=3)[N:8]([C:22](=[O:31])[CH2:23][CH2:24][C:25]3[CH:30]=[CH:29][CH:28]=[CH:27][CH:26]=3)[CH2:7][CH2:6][C:5]2=1, predict the reactants needed to synthesize it.